From a dataset of Full USPTO retrosynthesis dataset with 1.9M reactions from patents (1976-2016). Predict the reactants needed to synthesize the given product. (1) Given the product [CH3:1][O:2][C:3](=[O:17])[C:4]1[CH:9]=[C:8]([C:10]2[CH:15]=[CH:14][C:13]([CH3:16])=[CH:12][N:11]=2)[CH:7]=[C:6]([I:19])[CH:5]=1, predict the reactants needed to synthesize it. The reactants are: [CH3:1][O:2][C:3](=[O:17])[C:4]1[CH:9]=[C:8]([C:10]2[CH:15]=[CH:14][C:13]([CH3:16])=[CH:12][N:11]=2)[CH:7]=[CH:6][CH:5]=1.C(I)[I:19].[N+]([O-])(OCCC(C)C)=O. (2) The reactants are: C(OC(N1C[C@H](O)C[C@H]1CO[Si](C(C)(C)C)(C)C)=O)C=C.C(OC(N1C[C@H](O)C[C@H]1CO)=O)C=C.O[C@H:37]1[C@@H:43]2[CH2:44][C:45](=[CH2:47])[CH2:46][N:42]2[C:41](=[O:48])[C:40]2[CH:49]=[C:50]([I:53])[CH:51]=[CH:52][C:39]=2[N:38]1NC(OCC(Cl)(Cl)Cl)=O.[Si](OC[C@@H]1CC(=C)CN1)(C(C)(C)C)(C)C. Given the product [I:53][C:50]1[CH:51]=[CH:52][C:39]2[N:38]=[CH:37][C@@H:43]3[CH2:44][C:45](=[CH2:47])[CH2:46][N:42]3[C:41](=[O:48])[C:40]=2[CH:49]=1, predict the reactants needed to synthesize it. (3) Given the product [N:22]1[CH:23]=[CH:24][CH:25]=[C:20]([CH2:19][C:5]([CH2:4][CH2:3][C:2]([F:10])([F:11])[F:1])([C:8]#[N:9])[C:6]#[N:7])[CH:21]=1, predict the reactants needed to synthesize it. The reactants are: [F:1][C:2]([F:11])([F:10])[CH2:3][CH2:4][CH:5]([C:8]#[N:9])[C:6]#[N:7].C(=O)([O-])[O-].[K+].[K+].Cl[CH2:19][C:20]1[CH:21]=[N:22][CH:23]=[CH:24][CH:25]=1.O. (4) Given the product [NH2:59][C:54]1[CH:55]=[C:56]([O:60][C:61]2[CH:66]=[CH:65][C:64]([NH:67][C:8]([C:7]3[C:2](=[O:1])[N:3]([C:11]4[CH:16]=[CH:15][CH:14]=[CH:13][CH:12]=4)[CH:4]=[CH:5][CH:6]=3)=[O:10])=[CH:63][C:62]=2[F:81])[CH:51]=[CH:50][N:53]=1, predict the reactants needed to synthesize it. The reactants are: [O:1]=[C:2]1[C:7]([C:8]([OH:10])=O)=[CH:6][CH:5]=[CH:4][N:3]1[C:11]1[CH:16]=[CH:15][CH:14]=[CH:13][CH:12]=1.C1C=CC2N(O)N=NC=2C=1.CCN=C=NCCCN(C)C.Cl.C(OC1C=[CH:51][C:50]([NH:53][C:54]2[N:59]=CN=[C:56]([O:60][C:61]3[CH:66]=[CH:65][C:64]([NH:67]C(=O)CC(NC4C=CC(F)=CC=4)=O)=[CH:63][C:62]=3[F:81])[CH:55]=2)=CC=1)C1C=CC=CC=1. (5) The reactants are: Cl[C:2]1[C:7]([N+:8]([O-:10])=[O:9])=[CH:6][C:5]([S:11]([CH2:14][CH3:15])(=[O:13])=[O:12])=[CH:4][N:3]=1.[NH2:16][CH2:17][CH:18]1[CH2:23][CH2:22][O:21][CH2:20][CH2:19]1. Given the product [CH2:14]([S:11]([C:5]1[CH:6]=[C:7]([N+:8]([O-:10])=[O:9])[C:2]([NH:16][CH2:17][CH:18]2[CH2:23][CH2:22][O:21][CH2:20][CH2:19]2)=[N:3][CH:4]=1)(=[O:13])=[O:12])[CH3:15], predict the reactants needed to synthesize it. (6) The reactants are: O=C1C2C(=CC=CC=2)N=C(C(OCC)=O)N1.[Cl:17][C:18]1[CH:19]=[C:20]([C:24]2[C:32]3[C:31](=[O:33])[NH:30][C:29]([C:34]([O:36]CC)=O)=[N:28][C:27]=3[S:26][CH:25]=2)[CH:21]=[CH:22][CH:23]=1.C1(C(C2C=CC=CC=2)(C2C=CC=CC=2)N2C=NC(CCCOC3C=C(CN)C=CN=3)=N2)C=CC=CC=1.C1(C(C2C=CC=CC=2)(C2C=CC=CC=2)[N:82]2[CH:86]=[N:85][C:84]([O:87][CH2:88][CH2:89][O:90][C:91]3[CH:92]=[C:93]([CH2:97][NH2:98])[CH:94]=[CH:95][CH:96]=3)=[N:83]2)C=CC=CC=1. Given the product [Cl:17][C:18]1[CH:19]=[C:20]([C:24]2[C:32]3[C:31](=[O:33])[NH:30][C:29]([C:34]([NH:98][CH2:97][C:93]4[CH:94]=[CH:95][CH:96]=[C:91]([O:90][CH2:89][CH2:88][O:87][C:84]5[N:85]=[CH:86][NH:82][N:83]=5)[CH:92]=4)=[O:36])=[N:28][C:27]=3[S:26][CH:25]=2)[CH:21]=[CH:22][CH:23]=1, predict the reactants needed to synthesize it. (7) The reactants are: C[O:2][C:3](=[O:18])[CH2:4][CH2:5][CH2:6][CH2:7][C:8]1[CH:17]=[CH:16][C:15]2[CH2:14][CH2:13][CH2:12][NH:11][C:10]=2[N:9]=1.[ClH:19]. Given the product [ClH:19].[N:9]1[C:10]2[NH:11][CH2:12][CH2:13][CH2:14][C:15]=2[CH:16]=[CH:17][C:8]=1[CH2:7][CH2:6][CH2:5][CH2:4][C:3]([OH:18])=[O:2], predict the reactants needed to synthesize it.